From a dataset of Catalyst prediction with 721,799 reactions and 888 catalyst types from USPTO. Predict which catalyst facilitates the given reaction. (1) Reactant: [CH3:1][C:2]1[C:19]([S:20][CH3:21])=[C:18]([C:22]([F:28])([F:27])[C:23]([F:26])([F:25])[F:24])[CH:17]=[CH:16][C:3]=1[C:4]([O:6][C:7]1[CH:8]2[CH2:15][CH:11]([C:12](=[O:14])[CH:13]=1)[CH2:10][CH2:9]2)=[O:5].ClC1C=CC=C(C(OO)=[O:37])C=1. Product: [CH3:1][C:2]1[C:19]([S:20]([CH3:21])=[O:37])=[C:18]([C:22]([F:28])([F:27])[C:23]([F:25])([F:26])[F:24])[CH:17]=[CH:16][C:3]=1[C:4]([O:6][C:7]1[CH:8]2[CH2:15][CH:11]([C:12](=[O:14])[CH:13]=1)[CH2:10][CH2:9]2)=[O:5]. The catalyst class is: 4. (2) Reactant: [C:1]1([C:12]2[CH:17]=[CH:16][CH:15]=[CH:14][CH:13]=2)[CH:6]=[CH:5][C:4]([O:7][CH2:8][C:9]([OH:11])=O)=[CH:3][CH:2]=1.C1N=CN(C(N2C=NC=C2)=O)C=1.[NH2:30][C:31]1[CH:39]=[C:38]([O:40][CH3:41])[CH:37]=[CH:36][C:32]=1[C:33]([OH:35])=[O:34].C1(C)C=CC(S([O-])(=O)=O)=CC=1.[NH+]1C=CC=CC=1. Product: [C:1]1([C:12]2[CH:17]=[CH:16][CH:15]=[CH:14][CH:13]=2)[CH:2]=[CH:3][C:4]([O:7][CH2:8][C:9]([NH:30][C:31]2[CH:39]=[C:38]([O:40][CH3:41])[CH:37]=[CH:36][C:32]=2[C:33]([OH:35])=[O:34])=[O:11])=[CH:5][CH:6]=1. The catalyst class is: 1. (3) Reactant: Cl.[CH2:2]([NH:4][C:5]([C:7]1[S:33][C:10]2[N:11]=[C:12]([NH2:32])[N:13]=[C:14]([C:15]3[CH:20]=[C:19]([O:21][CH2:22][CH:23](OCC)OCC)[C:18]([Cl:30])=[CH:17][C:16]=3[Cl:31])[C:9]=2[CH:8]=1)=[O:6])[CH3:3].[NH:34]1[CH2:39][CH2:38][O:37][CH2:36][CH2:35]1.C(O[BH-](OC(=O)C)OC(=O)C)(=O)C.[Na+]. Product: [CH2:2]([NH:4][C:5]([C:7]1[S:33][C:10]2[N:11]=[C:12]([NH2:32])[N:13]=[C:14]([C:15]3[CH:20]=[C:19]([O:21][CH2:22][CH2:23][N:34]4[CH2:39][CH2:38][O:37][CH2:36][CH2:35]4)[C:18]([Cl:30])=[CH:17][C:16]=3[Cl:31])[C:9]=2[CH:8]=1)=[O:6])[CH3:3]. The catalyst class is: 266.